Dataset: Forward reaction prediction with 1.9M reactions from USPTO patents (1976-2016). Task: Predict the product of the given reaction. Given the reactants CN(C)CCCN=C=NCC.[Br:12][C:13]1[CH:14]=[C:15]([NH2:23])[C:16]([NH:19][CH:20]([CH3:22])[CH3:21])=[CH:17][CH:18]=1.[N:24]([C:27]1[CH:36]=[CH:35][C:30]([C:31]([O:33][CH3:34])=[O:32])=[CH:29][CH:28]=1)=[C:25]=S, predict the reaction product. The product is: [Br:12][C:13]1[CH:18]=[CH:17][C:16]2[N:19]([CH:20]([CH3:21])[CH3:22])[C:25]([NH:24][C:27]3[CH:36]=[CH:35][C:30]([C:31]([O:33][CH3:34])=[O:32])=[CH:29][CH:28]=3)=[N:23][C:15]=2[CH:14]=1.